Predict which catalyst facilitates the given reaction. From a dataset of Catalyst prediction with 721,799 reactions and 888 catalyst types from USPTO. (1) Reactant: [CH3:1][O:2][C:3]1[CH:4]=[C:5]([CH:8]=[C:9]([O:20][CH3:21])[C:10]=1OCCN1CCOCC1)[C:6]#[N:7].C1(P(C2C=CC=CC=2)C2C=CC=CC=2)C=CC=CC=1.[O:41]1[CH2:46][CH2:45][CH:44](O)[CH2:43][CH2:42]1.CC(OC(/N=N/C(OC(C)(C)C)=O)=O)(C)C. Product: [CH3:21][O:20][C:9]1[CH:8]=[C:5]([CH:4]=[C:3]([O:2][CH3:1])[C:10]=1[CH:44]1[CH2:45][CH2:46][O:41][CH2:42][CH2:43]1)[C:6]#[N:7]. The catalyst class is: 7. (2) Reactant: [CH2:1]1[CH:6]([NH:7][C:8]2[CH:13]=[CH:12][CH:11]=[CH:10][CH:9]=2)[CH2:5][CH2:4][N:3]([CH2:14][CH2:15][C:16]2[CH:21]=[CH:20][CH:19]=[CH:18][CH:17]=2)[CH2:2]1.Cl.[OH-].[K+].[C:25](Cl)(=[O:28])[CH2:26][CH3:27].[OH-].[Na+]. Product: [CH3:27][CH2:26][C:25]([N:7]([CH:6]1[CH2:1][CH2:2][N:3]([CH2:14][CH2:15][C:16]2[CH:21]=[CH:20][CH:19]=[CH:18][CH:17]=2)[CH2:4][CH2:5]1)[C:8]1[CH:13]=[CH:12][CH:11]=[CH:10][CH:9]=1)=[O:28]. The catalyst class is: 34. (3) Reactant: [C:1]([C:3]1[CH:8]=[CH:7][C:6]([OH:9])=[CH:5][CH:4]=1)#[N:2].O[CH2:11][C@H:12]1[CH2:17][CH2:16][CH2:15][CH2:14][C@@H:13]1[NH:18][S:19]([CH2:22][CH3:23])(=[O:21])=[O:20].C(C=P(CCCC)(CCCC)CCCC)#N.C(OCC)(=O)C. Product: [C:1]([C:3]1[CH:8]=[CH:7][C:6]([O:9][CH2:11][C@@H:12]2[CH2:17][CH2:16][CH2:15][CH2:14][C@H:13]2[NH:18][S:19]([CH2:22][CH3:23])(=[O:21])=[O:20])=[CH:5][CH:4]=1)#[N:2]. The catalyst class is: 149. (4) Reactant: [NH2:1][S:2]([N:5]([CH2:13][C@@H:14]1[CH2:18][C@@H:17]([N:19]2[C:23]3[N:24]=[CH:25][N:26]=[C:27]([NH:28][C@@H:29]4[C:37]5[C:32](=[CH:33][CH:34]=[CH:35][CH:36]=5)[CH2:31][CH2:30]4)[C:22]=3[CH:21]=[CH:20]2)[CH2:16][C@@H:15]1[O:38][Si:39]([C:42]([CH3:45])([CH3:44])[CH3:43])([CH3:41])[CH3:40])[C:6](=O)OC(C)(C)C)(=[O:4])=[O:3].[AlH4-].[Li+]. Product: [Si:39]([O:38][C@H:15]1[CH2:16][C@H:17]([N:19]2[C:23]3[N:24]=[CH:25][N:26]=[C:27]([NH:28][C@@H:29]4[C:37]5[C:32](=[CH:33][CH:34]=[CH:35][CH:36]=5)[CH2:31][CH2:30]4)[C:22]=3[CH:21]=[CH:20]2)[CH2:18][C@H:14]1[CH2:13][N:5]([CH3:6])[S:2]([NH2:1])(=[O:3])=[O:4])([C:42]([CH3:43])([CH3:44])[CH3:45])([CH3:40])[CH3:41]. The catalyst class is: 7. (5) Reactant: [Cl:1][C:2]1[CH:7]=[C:6]([O:8][C:9]2[C:18]3[C:13](=[CH:14][C:15]([OH:21])=[C:16]([O:19][CH3:20])[CH:17]=3)[N:12]=[CH:11][CH:10]=2)[CH:5]=[CH:4][C:3]=1[NH:22][C:23]([NH:25][CH2:26][CH2:27][CH3:28])=[O:24].C(=O)([O-])[O-].[K+].[K+].Cl.Cl[CH2:37][C:38]1[CH:39]=[N:40][CH:41]=[CH:42][CH:43]=1.O. Product: [Cl:1][C:2]1[CH:7]=[C:6]([O:8][C:9]2[C:18]3[C:13](=[CH:14][C:15]([O:21][CH2:37][C:38]4[CH:39]=[N:40][CH:41]=[CH:42][CH:43]=4)=[C:16]([O:19][CH3:20])[CH:17]=3)[N:12]=[CH:11][CH:10]=2)[CH:5]=[CH:4][C:3]=1[NH:22][C:23]([NH:25][CH2:26][CH2:27][CH3:28])=[O:24]. The catalyst class is: 9.